From a dataset of TCR-epitope binding with 47,182 pairs between 192 epitopes and 23,139 TCRs. Binary Classification. Given a T-cell receptor sequence (or CDR3 region) and an epitope sequence, predict whether binding occurs between them. The epitope is HTTDPSFLGRY. The TCR CDR3 sequence is CASIADLNTEAFF. Result: 1 (the TCR binds to the epitope).